This data is from Forward reaction prediction with 1.9M reactions from USPTO patents (1976-2016). The task is: Predict the product of the given reaction. (1) Given the reactants [CH2:1]([O:3][C:4]([N:6]1[CH2:11][CH2:10][CH:9]([NH:12]C(C2C=CC=CC=2)C)[CH:8]([O:21][CH2:22][CH:23]2[CH2:25][CH2:24]2)[CH2:7]1)=[O:5])[CH3:2].C([O-])=O.[NH4+], predict the reaction product. The product is: [CH2:1]([O:3][C:4]([N:6]1[CH2:11][CH2:10][C@H:9]([NH2:12])[C@H:8]([O:21][CH2:22][CH:23]2[CH2:24][CH2:25]2)[CH2:7]1)=[O:5])[CH3:2]. (2) Given the reactants FC(F)(F)C(O)=O.[N+:8]([C:11]1[CH:16]=[CH:15][C:14]([N:17]2[CH2:22][CH2:21][CH2:20][C@@H:19]([NH2:23])[CH2:18]2)=[CH:13][C:12]=1[O:24][CH:25]([CH3:27])[CH3:26])([O-:10])=[O:9], predict the reaction product. The product is: [N+:8]([C:11]1[CH:16]=[CH:15][C:14]([N:17]2[CH2:22][CH2:21][CH2:20][C@@H:19]([NH2:23])[CH2:18]2)=[CH:13][C:12]=1[O:24][CH:25]([CH3:27])[CH3:26])([O-:10])=[O:9].